This data is from Catalyst prediction with 721,799 reactions and 888 catalyst types from USPTO. The task is: Predict which catalyst facilitates the given reaction. (1) Reactant: [CH:1](NC(C)C)(C)C.[Li]CCCC.[Cl:13][C:14]1[C:23]2[C:18](=[CH:19][CH:20]=[CH:21][C:22]=2[C:24]2[CH:29]=[CH:28][CH:27]=[CH:26][CH:25]=2)[CH:17]=[C:16]([Cl:30])[N:15]=1.FC(F)(F)S(OC)(=O)=O. Product: [Cl:13][C:14]1[C:23]2[C:18](=[CH:19][CH:20]=[CH:21][C:22]=2[C:24]2[CH:29]=[CH:28][CH:27]=[CH:26][CH:25]=2)[C:17]([CH3:1])=[C:16]([Cl:30])[N:15]=1. The catalyst class is: 1. (2) Reactant: [CH3:1][O:2][Si:3]([CH2:8][CH2:9][CH2:10][N:11]([CH3:13])[CH3:12])([O:6][CH3:7])[O:4][CH3:5].[F:14][C:15]([F:22])([F:21])[S:16]([O:19]C)(=[O:18])=[O:17]. Product: [F:14][C:15]([F:22])([F:21])[S:16]([O-:19])(=[O:18])=[O:17].[CH3:1][O:2][Si:3]([CH2:8][CH2:9][CH2:10][N+:11]([CH3:15])([CH3:13])[CH3:12])([O:4][CH3:5])[O:6][CH3:7]. The catalyst class is: 13. (3) Reactant: Br[C:2]1[C:3]([CH3:16])=[CH:4][CH:5]=[C:6]2[C:11]=1[CH:10]=[C:9]([C:12]([OH:14])=[O:13])[CH:8]=[C:7]2[OH:15]. Product: [OH:15][C:7]1[C:6]2[C:11](=[CH:2][C:3]([CH3:16])=[CH:4][CH:5]=2)[CH:10]=[C:9]([C:12]([OH:14])=[O:13])[CH:8]=1. The catalyst class is: 178. (4) Reactant: Br[CH2:2][C:3]1[CH:4]=[C:5]([CH:9]=[CH:10][CH:11]=1)[C:6]([OH:8])=[O:7].[C-:12]#[N:13].[Na+]. Product: [C:12]([CH2:2][C:3]1[CH:4]=[C:5]([CH:9]=[CH:10][CH:11]=1)[C:6]([OH:8])=[O:7])#[N:13]. The catalyst class is: 5.